Dataset: Full USPTO retrosynthesis dataset with 1.9M reactions from patents (1976-2016). Task: Predict the reactants needed to synthesize the given product. (1) Given the product [NH2:48][C:46]([C:43]1([C:40]2[CH:39]=[CH:38][C:37]([C:18]3[CH:17]=[CH:16][C:15]([C@H:10]([NH:9][C@H:8]([C:7]([NH:6][C:3]4([C:1]#[N:2])[CH2:4][CH2:5]4)=[O:35])[CH2:30][C:31]([F:34])([CH3:33])[CH3:32])[C:11]([F:13])([F:12])[F:14])=[CH:20][CH:19]=3)=[N:42][CH:41]=2)[CH2:45][CH2:44]1)=[O:47], predict the reactants needed to synthesize it. The reactants are: [C:1]([C:3]1([NH:6][C:7](=[O:35])[C@H:8]([CH2:30][C:31]([F:34])([CH3:33])[CH3:32])[NH:9][C@@H:10]([C:15]2[CH:20]=[CH:19][C:18](B3OC(C)(C)C(C)(C)O3)=[CH:17][CH:16]=2)[C:11]([F:14])([F:13])[F:12])[CH2:5][CH2:4]1)#[N:2].Cl[C:37]1[N:42]=[CH:41][C:40]([C:43]2([C:46]([NH2:48])=[O:47])[CH2:45][CH2:44]2)=[CH:39][CH:38]=1.C([O-])([O-])=O.[Na+].[Na+].C1(P(C2C=CC=CC=2)C2C=CC=CC=2)C=CC=CC=1.C(=O)(O)[O-].[Na+]. (2) Given the product [F:32][C:26]1[CH:27]=[CH:28][CH:29]=[C:30]([F:31])[C:25]=1[NH:24][C:22](=[O:23])[C:21]1[CH:33]=[C:17]([C:9]2[N:10]=[C:11]3[CH:16]=[CH:15][CH:14]=[CH:13][N:12]3[C:8]=2[C:6]2[CH:5]=[CH:4][N:3]=[C:2]([NH:49][C:48]3[CH:50]=[CH:51][C:45]([CH:42]4[CH2:41][CH2:40][N:39]([CH2:38][CH2:37][F:36])[CH2:44][CH2:43]4)=[CH:46][C:47]=3[O:52][CH3:53])[N:7]=2)[CH:18]=[CH:19][C:20]=1[O:34][CH3:35], predict the reactants needed to synthesize it. The reactants are: Cl[C:2]1[N:7]=[C:6]([C:8]2[N:12]3[CH:13]=[CH:14][CH:15]=[CH:16][C:11]3=[N:10][C:9]=2[C:17]2[CH:18]=[CH:19][C:20]([O:34][CH3:35])=[C:21]([CH:33]=2)[C:22]([NH:24][C:25]2[C:30]([F:31])=[CH:29][CH:28]=[CH:27][C:26]=2[F:32])=[O:23])[CH:5]=[CH:4][N:3]=1.[F:36][CH2:37][CH2:38][N:39]1[CH2:44][CH2:43][CH:42]([C:45]2[CH:51]=[CH:50][C:48]([NH2:49])=[C:47]([O:52][CH3:53])[CH:46]=2)[CH2:41][CH2:40]1.O.C1(C)C=CC(S(O)(=O)=O)=CC=1. (3) Given the product [NH2:18][C:3]1[C:2]([NH:28][S:25]([C:19]2[CH:24]=[CH:23][CH:22]=[CH:21][CH:20]=2)(=[O:27])=[O:26])=[N:7][C:6]([C:8]2[CH:13]=[CH:12][C:11]([S:14]([CH3:17])(=[O:16])=[O:15])=[CH:10][CH:9]=2)=[CH:5][N:4]=1, predict the reactants needed to synthesize it. The reactants are: Br[C:2]1[C:3]([NH2:18])=[N:4][CH:5]=[C:6]([C:8]2[CH:13]=[CH:12][C:11]([S:14]([CH3:17])(=[O:16])=[O:15])=[CH:10][CH:9]=2)[N:7]=1.[C:19]1([S:25]([NH2:28])(=[O:27])=[O:26])[CH:24]=[CH:23][CH:22]=[CH:21][CH:20]=1.[C@@H]1(N)CCCC[C@H]1N.C([O-])([O-])=O.[K+].[K+].